The task is: Predict the product of the given reaction.. This data is from Forward reaction prediction with 1.9M reactions from USPTO patents (1976-2016). Given the reactants [CH3:1][N:2]1[CH2:7][CH2:6][CH:5]([O:8][C:9]([NH:11][C:12]2[CH:13]=[C:14]([CH2:24][CH2:25][CH2:26][C:27]([O:29]CC3C=CC=CC=3)=[O:28])[CH:15]=[CH:16][C:17]=2[C:18]2[CH:23]=[CH:22][CH:21]=[CH:20][CH:19]=2)=[O:10])[CH2:4][CH2:3]1, predict the reaction product. The product is: [CH3:1][N:2]1[CH2:3][CH2:4][CH:5]([O:8][C:9]([NH:11][C:12]2[CH:13]=[C:14]([CH2:24][CH2:25][CH2:26][C:27]([OH:29])=[O:28])[CH:15]=[CH:16][C:17]=2[C:18]2[CH:23]=[CH:22][CH:21]=[CH:20][CH:19]=2)=[O:10])[CH2:6][CH2:7]1.